This data is from Forward reaction prediction with 1.9M reactions from USPTO patents (1976-2016). The task is: Predict the product of the given reaction. (1) Given the reactants C(OC([N:11]1[CH2:15][C:14](=[O:16])[N:13]=[C:12]1[NH:17][CH2:18][C:19]1[CH:24]=[CH:23][CH:22]=[CH:21][C:20]=1[C:25]([F:28])([F:27])[F:26])=O)C1C=CC=CC=1.[CH:29]([C:31]1[N:32]=[C:33]2[C:38](=[CH:39][CH:40]=1)[N:37]=[CH:36][C:35]([C:41]#[N:42])=[C:34]2[O:43][CH:44]([CH3:46])[CH3:45])=O.N1CCCCC1, predict the reaction product. The product is: [CH:44]([O:43][C:34]1[C:33]2[C:38](=[CH:39][CH:40]=[C:31]([CH:29]=[C:15]3[C:14](=[O:16])[N:13]=[C:12]([NH:17][CH2:18][C:19]4[CH:24]=[CH:23][CH:22]=[CH:21][C:20]=4[C:25]([F:26])([F:27])[F:28])[NH:11]3)[N:32]=2)[N:37]=[CH:36][C:35]=1[C:41]#[N:42])([CH3:46])[CH3:45]. (2) Given the reactants C([O:4][C@@H:5]1[C@@H:10]([O:11]C(=O)C)[C@H:9]([O:15]C(=O)C)[C@@H:8]([CH2:19][O:20]C(=O)C)[O:7][C@H:6]1[O:24][C:25]1[C:29]([CH2:30][C:31]2[CH:36]=[CH:35][C:34]([O:37][CH2:38][CH2:39][C:40]([OH:42])=O)=[CH:33][CH:32]=2)=[C:28]([CH:43]([CH3:45])[CH3:44])[NH:27][N:26]=1)(=O)C.[NH2:46][C@@H:47]([CH3:50])[CH2:48][OH:49].NC(C)(C)C(N)=O, predict the reaction product. The product is: [C@@H:6]1([O:24][C:25]2[C:29]([CH2:30][C:31]3[CH:32]=[CH:33][C:34]([O:37][CH2:38][CH2:39][C:40](=[O:42])[NH:46][C@@H:47]([CH3:50])[CH2:48][OH:49])=[CH:35][CH:36]=3)=[C:28]([CH:43]([CH3:44])[CH3:45])[NH:27][N:26]=2)[O:7][C@H:8]([CH2:19][OH:20])[C@@H:9]([OH:15])[C@H:10]([OH:11])[C@H:5]1[OH:4]. (3) Given the reactants C1(C(CC)C[CH:9](C(O)=O)[C:10](O)=[O:11])C=CC=CC=1.C([O:21][C:22](=[O:24])[CH3:23])(=O)C.[C:25]1([CH3:31])[CH:30]=[CH:29][CH:28]=[CH:27][CH:26]=1.[NH2:32][C:33]1[CH:40]=[CH:39][C:36]([C:37]#[N:38])=[C:35]([Cl:41])[CH:34]=1, predict the reaction product. The product is: [Cl:41][C:35]1[CH:34]=[C:33]([NH:32][C:10](=[O:11])[CH2:9][CH:31]([C:25]2[CH:30]=[CH:29][CH:28]=[CH:27][CH:26]=2)[CH2:23][C:22]([OH:21])=[O:24])[CH:40]=[CH:39][C:36]=1[C:37]#[N:38]. (4) Given the reactants [Br:1][C:2]1[CH:7]=[C:6]([C:8]2[CH2:9][C:10]([C:17]3[CH:22]=[C:21]([Cl:23])[CH:20]=[C:19]([Cl:24])[CH:18]=3)([C:13]([F:16])([F:15])[F:14])[CH2:11][N:12]=2)[CH:5]=[CH:4][C:3]=1[CH2:25][NH2:26].[C:27](OC(=O)C)(=[O:29])[CH3:28], predict the reaction product. The product is: [Br:1][C:2]1[CH:7]=[C:6]([C:8]2[CH2:9][C:10]([C:17]3[CH:22]=[C:21]([Cl:23])[CH:20]=[C:19]([Cl:24])[CH:18]=3)([C:13]([F:14])([F:15])[F:16])[CH2:11][N:12]=2)[CH:5]=[CH:4][C:3]=1[CH2:25][NH:26][C:27](=[O:29])[CH3:28]. (5) Given the reactants [O:1]1[CH:5]=[CH:4][N:3]=[CH:2]1.C([Li])CCC.[CH2:11]([N:13]([CH2:27][CH2:28][CH3:29])[C:14]([C:16]1[CH:17]=[C:18]([CH:23]=[C:24](I)[CH:25]=1)[C:19]([O:21][CH3:22])=[O:20])=[O:15])[CH3:12], predict the reaction product. The product is: [CH2:11]([N:13]([CH2:27][CH2:28][CH3:29])[C:14]([C:16]1[CH:17]=[C:18]([CH:23]=[C:24]([C:2]2[O:1][CH:5]=[CH:4][N:3]=2)[CH:25]=1)[C:19]([O:21][CH3:22])=[O:20])=[O:15])[CH3:12]. (6) Given the reactants [NH2:1][C:2]1[C:6]2=[N:7][CH:8]=[CH:9][CH:10]=[C:5]2[C:4]([C:19]2[CH:20]=[C:21]([OH:25])[CH:22]=[CH:23][CH:24]=2)([C:11]2[CH:16]=[C:15]([CH3:17])[N:14]=[C:13]([CH3:18])[CH:12]=2)[N:3]=1.[C:26](O[C:26]([O:28][C:29]([CH3:32])([CH3:31])[CH3:30])=[O:27])([O:28][C:29]([CH3:32])([CH3:31])[CH3:30])=[O:27], predict the reaction product. The product is: [CH3:17][C:15]1[CH:16]=[C:11]([C:4]2([C:19]3[CH:24]=[CH:23][CH:22]=[C:21]([OH:25])[CH:20]=3)[C:5]3[C:6](=[N:7][CH:8]=[CH:9][CH:10]=3)[C:2]([NH:1][C:26](=[O:27])[O:28][C:29]([CH3:32])([CH3:31])[CH3:30])=[N:3]2)[CH:12]=[C:13]([CH3:18])[N:14]=1. (7) Given the reactants C12(C3C=C[C:14]([O:15]CC(O)=O)=[CH:13]C=3)CC3CC(CC(C3)C1)C2.N[C:23]1[CH:24]=[C:25]([CH:28]=[CH:29][CH:30]=1)[C:26]#[N:27].O[N:32]1C2C=CC=CC=2N=N1.C(N(CC)C(C)C)(C)C, predict the reaction product. The product is: [C:26]([C:25]1[CH:24]=[C:23]([CH2:13][C:14]([NH2:32])=[O:15])[CH:30]=[CH:29][CH:28]=1)#[N:27].